From a dataset of Forward reaction prediction with 1.9M reactions from USPTO patents (1976-2016). Predict the product of the given reaction. (1) Given the reactants C([O:3][C:4]([C:6]1[N:7]=[N:8][N:9]([C:11]2[CH:16]=[CH:15][CH:14]=[CH:13][CH:12]=2)[CH:10]=1)=O)C.[BH4-].[Na+].CO, predict the reaction product. The product is: [C:11]1([N:9]2[CH:10]=[C:6]([CH2:4][OH:3])[N:7]=[N:8]2)[CH:12]=[CH:13][CH:14]=[CH:15][CH:16]=1. (2) Given the reactants CC(OI1(OC(C)=O)(OC(C)=O)OC(=O)C2C=CC=CC1=2)=O.[C:23]([O:26][C@@H:27]1[C@@H:68]([O:69][C:70](=[O:72])[CH3:71])[C@H:67]([O:73][C:74](=[O:76])[CH3:75])[C@@H:66]([C:77]([O:79][CH3:80])=[O:78])[O:65][C@H:28]1[O:29][C:30]1[CH:35]=[CH:34][C:33]([C@@H:36]2[C@@H:39]([CH2:40][CH2:41][C@H:42]([O:50][C:51](=[O:53])[CH3:52])[C:43]3[CH:48]=[CH:47][C:46]([F:49])=[CH:45][CH:44]=3)[C:38](=[O:54])[N:37]2[C:55]2[CH:60]=[CH:59][C:58]([C:61]#[C:62][CH2:63][OH:64])=[CH:57][CH:56]=2)=[CH:32][CH:31]=1)(=[O:25])[CH3:24].N1C=CC=CC=1.C(=O)(O)[O-].[Na+], predict the reaction product. The product is: [C:23]([O:26][C@@H:27]1[C@@H:68]([O:69][C:70](=[O:72])[CH3:71])[C@H:67]([O:73][C:74](=[O:76])[CH3:75])[C@@H:66]([C:77]([O:79][CH3:80])=[O:78])[O:65][C@H:28]1[O:29][C:30]1[CH:35]=[CH:34][C:33]([C@@H:36]2[C@@H:39]([CH2:40][CH2:41][C@H:42]([O:50][C:51](=[O:53])[CH3:52])[C:43]3[CH:44]=[CH:45][C:46]([F:49])=[CH:47][CH:48]=3)[C:38](=[O:54])[N:37]2[C:55]2[CH:60]=[CH:59][C:58]([C:61]#[C:62][CH:63]=[O:64])=[CH:57][CH:56]=2)=[CH:32][CH:31]=1)(=[O:25])[CH3:24]. (3) Given the reactants [CH2:1]([O:8][CH2:9][CH2:10][CH2:11][CH:12]([C:21]1[C:25](I)=[C:24]([CH:27]2[CH2:30][CH:29]([CH2:31][C:32]([CH3:35])([CH3:34])[CH3:33])[CH2:28]2)[O:23][N:22]=1)[CH2:13][C:14]([O:16][C:17]([CH3:20])([CH3:19])[CH3:18])=[O:15])[C:2]1[CH:7]=[CH:6][CH:5]=[CH:4][CH:3]=1.[CH:36]1(B2OC(C)(C)C(C)(C)O2)[CH2:38][CH2:37]1.P([O-])([O-])([O-])=O.[K+].[K+].[K+].CN(C=O)C, predict the reaction product. The product is: [CH2:1]([O:8][CH2:9][CH2:10][CH2:11][CH:12]([C:21]1[C:25]([CH:36]2[CH2:38][CH2:37]2)=[C:24]([CH:27]2[CH2:30][CH:29]([CH2:31][C:32]([CH3:35])([CH3:34])[CH3:33])[CH2:28]2)[O:23][N:22]=1)[CH2:13][C:14]([O:16][C:17]([CH3:20])([CH3:19])[CH3:18])=[O:15])[C:2]1[CH:7]=[CH:6][CH:5]=[CH:4][CH:3]=1. (4) Given the reactants [NH2:1][C:2]1[CH:10]=[C:9]([C:11]([OH:13])=[O:12])[CH:8]=[CH:7][C:3]=1[C:4]([OH:6])=[O:5].[N:14]([O-])=O.[Na+].[Cl:18][C:19]1[CH:24]=[CH:23][CH:22]=[C:21]([Cl:25])[C:20]=1[OH:26], predict the reaction product. The product is: [Cl:18][C:19]1[CH:24]=[C:23]([N:14]=[N:1][C:2]2[CH:10]=[C:9]([C:11]([OH:13])=[O:12])[CH:8]=[CH:7][C:3]=2[C:4]([OH:6])=[O:5])[CH:22]=[C:21]([Cl:25])[C:20]=1[OH:26]. (5) Given the reactants [C:1]([O:5][C:6]([N:8]1[CH2:17][CH2:16][C:15]2[C:10](=[CH:11][CH:12]=[CH:13][C:14]=2/[CH:18]=[CH:19]/[C:20]([OH:22])=[O:21])[CH2:9]1)=[O:7])([CH3:4])([CH3:3])[CH3:2].C([O-])([O-])=O.[Cs+].[Cs+].[CH2:29](I)[CH3:30].O, predict the reaction product. The product is: [C:1]([O:5][C:6]([N:8]1[CH2:17][CH2:16][C:15]2[C:10](=[CH:11][CH:12]=[CH:13][C:14]=2/[CH:18]=[CH:19]/[C:20]([O:22][CH2:29][CH3:30])=[O:21])[CH2:9]1)=[O:7])([CH3:4])([CH3:2])[CH3:3]. (6) Given the reactants FC(F)(F)S(O[C:7]1[CH:12]=[CH:11][C:10]([N:13]2[C:18]3=[N:19][C:20]4[C:25]([Cl:26])=[CH:24][CH:23]=[C:22]([CH:27]([O:32][CH:33]([F:35])[F:34])[C:28]([F:31])([F:30])[F:29])[C:21]=4[N:17]3[CH2:16][CH2:15][CH2:14]2)=[C:9]([CH3:36])[N:8]=1)(=O)=O.[NH:39]1[CH2:44][CH2:43][CH2:42][CH2:41][CH2:40]1, predict the reaction product. The product is: [Cl:26][C:25]1[C:20]2[N:19]=[C:18]3[N:13]([C:10]4[C:9]([CH3:36])=[N:8][C:7]([N:39]5[CH2:44][CH2:43][CH2:42][CH2:41][CH2:40]5)=[CH:12][CH:11]=4)[CH2:14][CH2:15][CH2:16][N:17]3[C:21]=2[C:22]([CH:27]([O:32][CH:33]([F:35])[F:34])[C:28]([F:30])([F:29])[F:31])=[CH:23][CH:24]=1. (7) The product is: [C:21]([C:18]1[CH:17]=[CH:16][C:15]([CH2:14][CH2:13][CH:9]([CH2:10][OH:11])[CH2:8][CH2:7][CH2:6][CH2:5][C:4]([O:3][CH2:1][CH3:2])=[O:23])=[CH:20][CH:19]=1)#[N:22]. Given the reactants [CH2:1]([O:3][C:4](=[O:23])[CH2:5][CH2:6][CH2:7][CH2:8][CH:9]([CH2:13][CH2:14][C:15]1[CH:20]=[CH:19][C:18]([C:21]#[N:22])=[CH:17][CH:16]=1)[C:10](O)=[O:11])[CH3:2].C(=O)(O)[O-].[Na+], predict the reaction product.